Dataset: Tyrosyl-DNA phosphodiesterase HTS with 341,365 compounds. Task: Binary Classification. Given a drug SMILES string, predict its activity (active/inactive) in a high-throughput screening assay against a specified biological target. (1) The compound is OC(Cn1ncnc1)(c1ccccc1)c1ccccc1. The result is 0 (inactive). (2) The drug is Oc1c2c(n(c(=O)c1C(=O)Nn1c(nc3c(c1=O)cccc3)C)C)cccc2. The result is 0 (inactive). (3) The drug is S(=O)(=O)(N(CCCCC)C(=O)NC(=O)Nn1cnnc1)C. The result is 0 (inactive). (4) The drug is O=C1c2ncccc2/C(=N\Nc2ccc(cc2)C)C=C1. The result is 0 (inactive). (5) The compound is S(=O)(=O)(NC(C(=O)Nc1cc2OCOc2cc1)C)c1ccc(cc1)C. The result is 0 (inactive). (6) The compound is s1c2c(nc1NC(=O)CSc1ncccc1)c1c(cc2)cccc1. The result is 0 (inactive). (7) The drug is S(C(C(=O)NCC1OCCC1)C)c1oc(nn1)c1ccc(OC(F)F)cc1. The result is 0 (inactive).